This data is from Reaction yield outcomes from USPTO patents with 853,638 reactions. The task is: Predict the reaction yield, written as a fraction of the theoretical maximum amount of product (1.0 means a 100% yield; for example, 0.34 means a 34% yield). (1) The reactants are [CH3:1][O:2][C:3]1[CH:11]=[C:10]2[C:6]([CH:7]=[CH:8][NH:9]2)=[CH:5][CH:4]=1.[C:12](O[C:12]([O:14][C:15]([CH3:18])([CH3:17])[CH3:16])=[O:13])([O:14][C:15]([CH3:18])([CH3:17])[CH3:16])=[O:13]. The catalyst is C(Cl)Cl.CN(C1C=CN=CC=1)C. The product is [CH3:1][O:2][C:3]1[CH:11]=[C:10]2[C:6]([CH:7]=[CH:8][N:9]2[C:12]([O:14][C:15]([CH3:18])([CH3:17])[CH3:16])=[O:13])=[CH:5][CH:4]=1. The yield is 0.860. (2) The reactants are [CH3:1][C:2]1[CH:11]=[CH:10][C:9]2[C:4](=[CH:5][CH:6]=[CH:7][C:8]=2[N:12]2[CH2:17][CH2:16][N:15]([CH2:18][CH2:19][C:20]3[CH:21]=[C:22]([CH:24]=[CH:25][CH:26]=3)[NH2:23])[CH2:14][CH2:13]2)[N:3]=1.[Cl:27][C:28]([O:30][CH2:31][CH3:32])=[O:29]. The product is [ClH:27].[ClH:27].[CH3:1][C:2]1[CH:11]=[CH:10][C:9]2[C:4](=[CH:5][CH:6]=[CH:7][C:8]=2[N:12]2[CH2:13][CH2:14][N:15]([CH2:18][CH2:19][C:20]3[CH:21]=[C:22]([NH:23][C:28](=[O:29])[O:30][CH2:31][CH3:32])[CH:24]=[CH:25][CH:26]=3)[CH2:16][CH2:17]2)[N:3]=1. No catalyst specified. The yield is 0.790. (3) The reactants are Br[CH2:2][C:3]1[CH:4]=[C:5]([CH:10]=[CH:11][CH:12]=1)[C:6]([O:8][CH3:9])=[O:7].[CH3:13][O-:14].[Na+].[Na]. The catalyst is CO. The product is [CH3:13][O:14][CH2:2][C:3]1[CH:4]=[C:5]([CH:10]=[CH:11][CH:12]=1)[C:6]([O:8][CH3:9])=[O:7]. The yield is 0.660. (4) The reactants are [Cl:1][C:2]1[CH:7]=[C:6]([Cl:8])[CH:5]=[CH:4][C:3]=1[C:9]1[N:10]=[C:11](/[CH:24]=[CH:25]/[C:26]2[CH:31]=[CH:30][C:29]([C:32]3[CH:37]=[CH:36][CH:35]=[C:34]([C:38]([F:41])([F:40])[F:39])[CH:33]=3)=[CH:28][CH:27]=2)[N:12]([CH2:14][C:15]2[CH:23]=[CH:22][C:18]([C:19](O)=[O:20])=[CH:17][CH:16]=2)[CH:13]=1.C(Cl)(=O)C(Cl)=O.C([N-]C(C)C)(C)C.[Li+].[C:56]([O:59][CH2:60][CH3:61])(=[O:58])[CH3:57]. The catalyst is C(Cl)Cl.CN(C=O)C.C1COCC1. The product is [CH2:60]([O:59][C:56](=[O:58])[CH2:57][C:19]([C:18]1[CH:22]=[CH:23][C:15]([CH2:14][N:12]2[CH:13]=[C:9]([C:3]3[CH:4]=[CH:5][C:6]([Cl:8])=[CH:7][C:2]=3[Cl:1])[N:10]=[C:11]2/[CH:24]=[CH:25]/[C:26]2[CH:31]=[CH:30][C:29]([C:32]3[CH:37]=[CH:36][CH:35]=[C:34]([C:38]([F:39])([F:40])[F:41])[CH:33]=3)=[CH:28][CH:27]=2)=[CH:16][CH:17]=1)=[O:20])[CH3:61]. The yield is 0.270.